This data is from Reaction yield outcomes from USPTO patents with 853,638 reactions. The task is: Predict the reaction yield, written as a fraction of the theoretical maximum amount of product (1.0 means a 100% yield; for example, 0.34 means a 34% yield). (1) The reactants are [CH3:1][O:2][C:3]([C:5]1[S:9][C:8]([CH2:10]Br)=[N:7][C:6]=1[C:12]1[CH:17]=[CH:16][C:15]([O:18][CH3:19])=[CH:14][CH:13]=1)=[O:4].[F:20][C:21]1[C:29]([OH:30])=[CH:28][CH:27]=[C:26]([F:31])[C:22]=1[C:23]([NH2:25])=[O:24].C(=O)([O-])[O-].[K+].[K+]. The catalyst is CN(C=O)C. The product is [CH3:1][O:2][C:3]([C:5]1[S:9][C:8]([CH2:10][O:30][C:29]2[CH:28]=[CH:27][C:26]([F:31])=[C:22]([C:23](=[O:24])[NH2:25])[C:21]=2[F:20])=[N:7][C:6]=1[C:12]1[CH:17]=[CH:16][C:15]([O:18][CH3:19])=[CH:14][CH:13]=1)=[O:4]. The yield is 0.400. (2) The reactants are [CH3:1][C:2]1[CH:7]=[CH:6][C:5]([C:8](=[O:10])[CH3:9])=[CH:4][CH:3]=1.[CH3:11][N:12]([CH:14](OC)OC)[CH3:13]. No catalyst specified. The product is [CH3:11][N:12]([CH3:14])/[CH:13]=[CH:9]/[C:8]([C:5]1[CH:6]=[CH:7][C:2]([CH3:1])=[CH:3][CH:4]=1)=[O:10]. The yield is 0.740. (3) The reactants are C[O:2][C:3](=O)[CH:4]([O:8][C:9]1[N:30]=[CH:29][C:12]2[C:13]3[N:17]([CH2:18][CH2:19][O:20][C:11]=2[CH:10]=1)[CH:16]=[C:15]([C:21]1[N:22]([CH:26]([CH3:28])[CH3:27])[N:23]=[CH:24][N:25]=1)[N:14]=3)[CH:5]([CH3:7])[CH3:6].O.[OH-].[Li+].C[N:36](C(ON1N=NC2C=CC=NC1=2)=[N+](C)C)C.F[P-](F)(F)(F)(F)F.[Cl-].[NH4+].C(N(CC)CC)C. The catalyst is CO.O.C(OCC)(=O)C. The product is [CH:26]([N:22]1[C:21]([C:15]2[N:14]=[C:13]3[C:12]4[CH:29]=[N:30][C:9]([O:8][CH:4]([CH:5]([CH3:7])[CH3:6])[C:3]([NH2:36])=[O:2])=[CH:10][C:11]=4[O:20][CH2:19][CH2:18][N:17]3[CH:16]=2)=[N:25][CH:24]=[N:23]1)([CH3:28])[CH3:27]. The yield is 0.430.